This data is from Forward reaction prediction with 1.9M reactions from USPTO patents (1976-2016). The task is: Predict the product of the given reaction. Given the reactants Br[C:2]1[C:3]2[C:8]([CH:9]=[C:10]3[C:15]=1[CH:14]=[CH:13][CH:12]=[CH:11]3)=[CH:7][CH:6]=[CH:5][CH:4]=2.[CH3:16][C:17]1[CH:18]=[N:19][CH:20]=[C:21]([C:23]2[CH:28]=[CH:27][C:26](B3OC(C)(C)C(C)(C)O3)=[CH:25][CH:24]=2)[CH:22]=1.P([O-])([O-])([O-])=O.[K+].[K+].[K+].CC1C=CC(C)=CC=1C, predict the reaction product. The product is: [CH:14]1[C:15]2[C:10](=[CH:9][C:8]3[C:3]([C:2]=2[C:26]2[CH:27]=[CH:28][C:23]([C:21]4[CH:20]=[N:19][CH:18]=[C:17]([CH3:16])[CH:22]=4)=[CH:24][CH:25]=2)=[CH:4][CH:5]=[CH:6][CH:7]=3)[CH:11]=[CH:12][CH:13]=1.